This data is from Forward reaction prediction with 1.9M reactions from USPTO patents (1976-2016). The task is: Predict the product of the given reaction. (1) Given the reactants [CH3:1][O:2][C:3]1[CH:11]=[C:10]2[C:6]([CH2:7][CH2:8][CH:9]2[C:12]#[N:13])=[CH:5][C:4]=1[CH3:14].[CH2:15](N)[CH2:16][NH2:17].C1(C)C=CC(S(O)(=O)=O)=CC=1, predict the reaction product. The product is: [NH:13]1[CH2:15][CH2:16][N:17]=[C:12]1[CH:9]1[C:10]2[C:6](=[CH:5][C:4]([CH3:14])=[C:3]([O:2][CH3:1])[CH:11]=2)[CH2:7][CH2:8]1. (2) Given the reactants [Br:1][C:2]1[CH:33]=[CH:32][C:31]([F:34])=[CH:30][C:3]=1[O:4][CH:5]1[CH2:10][CH2:9][N:8]([C:11]2[S:15][C:14]([C:16]3[N:20]=[C:19]([CH2:21][C@H:22]4[O:26]C(C)(C)[O:24][C:23]4=[O:29])[O:18][N:17]=3)=[N:13][N:12]=2)[CH2:7][CH2:6]1.[OH-].[K+].Cl, predict the reaction product. The product is: [Br:1][C:2]1[CH:33]=[CH:32][C:31]([F:34])=[CH:30][C:3]=1[O:4][CH:5]1[CH2:10][CH2:9][N:8]([C:11]2[S:15][C:14]([C:16]3[N:20]=[C:19]([CH2:21][C@@H:22]([OH:26])[C:23]([OH:29])=[O:24])[O:18][N:17]=3)=[N:13][N:12]=2)[CH2:7][CH2:6]1. (3) Given the reactants [F:1][C:2]1[CH:3]=[C:4]([CH:10]=[C:11]([F:13])[CH:12]=1)[CH:5]=[CH:6][C:7]([OH:9])=[O:8], predict the reaction product. The product is: [F:1][C:2]1[CH:3]=[C:4]([CH2:5][CH2:6][C:7]([OH:9])=[O:8])[CH:10]=[C:11]([F:13])[CH:12]=1. (4) Given the reactants [CH3:13][C:12]([O:11][C:9](O[C:9]([O:11][C:12]([CH3:15])([CH3:14])[CH3:13])=[O:10])=[O:10])([CH3:15])[CH3:14].[OH-].[Na+].[NH2:18][C:19]1[CH:20]=[C:21]2[C:26](=[CH:27][CH:28]=1)[CH:25]=[C:24]([C:29]([OH:31])=[O:30])[CH:23]=[CH:22]2, predict the reaction product. The product is: [C:12]([O:11][C:9]([NH:18][C:19]1[CH:20]=[C:21]2[C:26](=[CH:27][CH:28]=1)[CH:25]=[C:24]([C:29]([OH:31])=[O:30])[CH:23]=[CH:22]2)=[O:10])([CH3:13])([CH3:14])[CH3:15]. (5) The product is: [CH:20]1([C:22]2[CH:26]=[C:25]([CH:27]=[O:31])[S:24][C:23]=2[CH3:32])[C:12]2=[N:13][C:14]3[CH:19]=[CH:18][CH:17]=[CH:16][C:15]=3[N:11]2[CH2:10][CH2:9][O:21]1. Given the reactants [Si](O[CH2:9][CH2:10][N:11]1[C:15]2[CH:16]=[CH:17][CH:18]=[CH:19][C:14]=2[N:13]=[C:12]1[CH:20]([C:22]1[CH:26]=[C:25]([CH:27]2[O:31]CCO2)[S:24][C:23]=1[CH3:32])[OH:21])(C(C)(C)C)(C)C.C(Cl)Cl.C(O)(C(F)(F)F)=O, predict the reaction product. (6) Given the reactants CN1CCOCC1.[OH:8][C:9]1[CH:35]=[CH:34][C:12]([O:13][C:14]2[CH:19]=[CH:18][C:17]([CH2:20][C:21]([NH:23][C:24]3[CH:33]=[CH:32][CH:31]=[CH:30][C:25]=3[C:26]([O:28][CH3:29])=[O:27])=[O:22])=[CH:16][CH:15]=2)=[CH:11][CH:10]=1.[C:36]1(P([C:36]2[CH:41]=[CH:40][CH:39]=[CH:38][CH:37]=2)[C:36]2[CH:41]=[CH:40][CH:39]=[CH:38][CH:37]=2)[CH:41]=[CH:40][CH:39]=[CH:38][CH:37]=1.C1(O)CCCCC1.N(C(OCC)=O)=NC(OCC)=O, predict the reaction product. The product is: [CH:36]1([O:8][C:9]2[CH:10]=[CH:11][C:12]([O:13][C:14]3[CH:15]=[CH:16][C:17]([CH2:20][C:21]([NH:23][C:24]4[CH:33]=[CH:32][CH:31]=[CH:30][C:25]=4[C:26]([O:28][CH3:29])=[O:27])=[O:22])=[CH:18][CH:19]=3)=[CH:34][CH:35]=2)[CH2:41][CH2:40][CH2:39][CH2:38][CH2:37]1.